Dataset: Catalyst prediction with 721,799 reactions and 888 catalyst types from USPTO. Task: Predict which catalyst facilitates the given reaction. Reactant: [NH2:1][C:2]1[CH:3]=[C:4]([CH:8]=[C:9]([CH3:11])[CH:10]=1)[C:5]([NH2:7])=[O:6].[CH3:12][O:13][C:14]1[CH:15]=[C:16](B(O)O)[CH:17]=[CH:18][C:19]=1[O:20][CH3:21].O.[C:26]([OH:30])(=[O:29])[CH:27]=O. Product: [C:5]([C:4]1[CH:3]=[C:2]([NH:1][CH:27]([C:16]2[CH:17]=[CH:18][C:19]([O:20][CH3:21])=[C:14]([O:13][CH3:12])[CH:15]=2)[C:26]([OH:30])=[O:29])[CH:10]=[C:9]([CH3:11])[CH:8]=1)(=[O:6])[NH2:7]. The catalyst class is: 444.